Dataset: Retrosynthesis with 50K atom-mapped reactions and 10 reaction types from USPTO. Task: Predict the reactants needed to synthesize the given product. (1) Given the product C#CCN1CCN(Cc2cc3cnccc3[nH]2)C(=O)C1, predict the reactants needed to synthesize it. The reactants are: C#CCN1CCN(Cc2cc3cnccc3n2C(=O)OC(C)(C)C)C(=O)C1. (2) Given the product CCOCc1nc2c(N)nc3cc(OCc4nccn4C)ccc3c2n1CC(C)(C)O, predict the reactants needed to synthesize it. The reactants are: CCOCc1nc2c(N)nc3cc(O)ccc3c2n1CC(C)(C)O.Cn1ccnc1CCl. (3) Given the product COc1cc(C#N)cc(CO)c1, predict the reactants needed to synthesize it. The reactants are: COc1cc(Br)cc(CO)c1.[C-]#N. (4) The reactants are: CC(C)(C)OC(=O)OC(=O)OC(C)(C)C.NC[C@H]1CC[C@H](C(=O)O)CC1. Given the product CC(C)(C)OC(=O)NC[C@H]1CC[C@H](C(=O)O)CC1, predict the reactants needed to synthesize it. (5) Given the product O=C(c1cccc(Cn2c(=O)[nH]c3c(Cl)cccc3c2=O)c1)N1CCN(c2ncccn2)CC1, predict the reactants needed to synthesize it. The reactants are: O=C(O)c1cccc(Cn2c(=O)[nH]c3c(Cl)cccc3c2=O)c1.c1cnc(N2CCNCC2)nc1. (6) Given the product Cc1nc(-c2cncc(N(C)CCc3ccccn3)n2)sc1C(=O)NCc1ccc(F)cc1, predict the reactants needed to synthesize it. The reactants are: CNCCc1ccccn1.Cc1nc(-c2cncc(I)n2)sc1C(=O)NCc1ccc(F)cc1. (7) Given the product COCCNC(=O)C(Cc1ccccc1)NC(=O)[C@@H](N)Cc1csc2ccccc12, predict the reactants needed to synthesize it. The reactants are: COCCNC(=O)C(Cc1ccccc1)NC(=O)[C@H](Cc1csc2ccccc12)NC(=O)OC(C)(C)C.